From a dataset of Experimentally validated miRNA-target interactions with 360,000+ pairs, plus equal number of negative samples. Binary Classification. Given a miRNA mature sequence and a target amino acid sequence, predict their likelihood of interaction. (1) The miRNA is hsa-miR-8088 with sequence CCUCGGUACUGGAAAGGGGUA. The protein sequence of the target gene is MAEGGEGGEDEIQFLRTEDEVVLQCIATIHKEQRKFCLAAEGLGNRLCFLEPTSEAKYIPPDLCVCNFVLEQSLSVRALQEMLANTGENGGEGAAQGGGHRTLLYGHAVLLRHSFSGMYLTCLTTSRSQTDKLAFDVGLREHATGEACWWTIHPASKQRSEGEKVRIGDDLILVSVSSERYLHLSVSNGNIQVDASFMQTLWNVHPTCSGSSIEEGYLLGGHVVRLFHGHDECLTIPSTDQNDSQHRRIFYEAGGAGTRARSLWRVEPLRISWSGSNIRWGQAFRLRHLTTGHYLALTED.... Result: 0 (no interaction). (2) The miRNA is mmu-miR-362-3p with sequence AACACACCUGUUCAAGGAUUCA. The protein sequence of the target gene is MWSCGPLNSTAWAEEPLCRNLRLGLWVLSLLYLGAGVPVSLGYNALLVLANLASKNTMTMPDVYFVNMAVAGLVLTALAPAYLLGPAHSRWALWSLSSEAHVTLLILFNVASLVTMYSTALLSLDYYIERALPRTYMASVYNTRHVCGFVWGGAVLTSFSSLLFYICSHVSSRIAECARMQNTEAADAILVLIGYVVPGLAVLYALALISRIGKEDTPLDQDTSRLDPSVHRLLVATVCTQFGLWTPYYLSLGHTVLTSRGRTVEGHYLGILQVAKDLAKFLAFSSSSVTPLLYRYINKA.... Result: 1 (interaction). (3) The miRNA is hsa-miR-4503 with sequence UUUAAGCAGGAAAUAGAAUUUA. The protein sequence of the target gene is MWSGRKLGSSGGWFLRVLGPGGCNTKAARPLISSAVYVKNQLSGTLQIKPGVFNEYRTIWFKSYRTIFSCLNRIKSFRYPWARLYSTSQTTVDSGEVKTFLALAHKWWDEQGVYAPLHSMNDLRVPFIRDNLLKTIPNHQPGKPLLGMKILDVGCGGGLLTEPLGRLGASVIGIDPVDENIKTAQCHKSFDPVLDKRIEYRVCSLEEIVEETAETFDAVVASEVVEHVIDLETFLQCCCQVLKPGGSLFITTINKTQLSYALGIVFSEQIASIVPKGTHTWEKFVSPETLESILESNGLS.... Result: 0 (no interaction). (4) The miRNA is mmu-miR-6715-3p with sequence CCAAACCAGGCGUGCCUGUGG. The protein sequence of the target gene is MGVDFDVKTFCHNLRATKPPYECPVETCRKVYKSYSGIEYHLYHYDHDSPPPPQQTPLRKHKKKGRQSRPANKQSPSPSEVSQSPGREVMSYAQAQRMVEVDLHGRVHRISIFDNLDVVSEDEEAPEEAPENGSNKENTETPAATPKSGKHKNKEKRKDSNHHHHSAPASAAPKLPEVVYRELEQDTPDAPPRPTSYYRYIEKSAEELDEEVEYDMDEEDYIWLDIMNERRKTEGVSPIPQEIFEYLMDRLEKESYFESHNKGDPNALVDEDAVCCICNDGECQNSNVILFCDMCNLAVH.... Result: 0 (no interaction). (5) The miRNA is mmu-miR-667-3p with sequence UGACACCUGCCACCCAGCCCAAG. The protein sequence of the target gene is MHPLQCVLQVQRSLGWGPLASVSWLSLRMCRAHSSLSSTMCPSPERQEDGARKDFSSRLAAGPTFQHFLKSASAPQEKLSSEVEDPPPYLMMDELLGRQRKVYLETYGCQMNVNDTEIAWSILQKSGYLRTSNLQEADVILLVTCSIREKAEQTIWNRLHQLKALKTRRPRSRVPLRIGILGCMAERLKEEILNREKMVDILAGPDAYRDLPRLLAVAESGQQAANVLLSLDETYADVMPVQTSASATSAFVSIMRGCDNMCSYCIVPFTRGRERSRPIASILEEVKKLSEQVFLPPRPP.... Result: 0 (no interaction). (6) The protein sequence of the target gene is MGKCSGRCTLVAFCCLQLVAALERQIFDFLGYQWAPILANFLHIMAVILGIFGTVQYRSRYLILYAAWLVLWVGWNAFIICFYLEVGQLSQDRDFIMTFNTSLHRSWWMENGPGCLVTPVLNSRLALEDHHVISVTGCLLDYPYIEALSSALQIFLALFGFVFACYVSKVFLEEEDSFDFIGGFDSYGYQAPQKTSHLQLQPLYTSG. Result: 1 (interaction). The miRNA is hsa-miR-129-5p with sequence CUUUUUGCGGUCUGGGCUUGC. (7) The miRNA is hsa-miR-133a-5p with sequence AGCUGGUAAAAUGGAACCAAAU. The protein sequence of the target gene is MDRSAEFGRWKAQSLSKADLSRKGSVDEDAVEVVELLNSREEFFTTSSCAGRILLLDGSTEGSGVQKQHCCWLLVTHKPCARDDVMAALKGATSEAVLKFEPFILHVQCRTLQDAQTLHSVAIDSGFRNSGITVGKRGKTMLAVRGTHGLEVPLTHKGKLMVTEEYIEFLLTIANQKMEENKRRIGRFYNYLQHALKRETISNSHSKIKERNNPLCTHKNRRSQGKAQGPSTTEDNGRELEDGDGLEISAALFLGDD. Result: 0 (no interaction).